From a dataset of Forward reaction prediction with 1.9M reactions from USPTO patents (1976-2016). Predict the product of the given reaction. (1) Given the reactants [CH:1]1([C:4]([N:6]2[CH2:11][CH:10]=[C:9]([C:12]3[NH:28][C:15]4=[N:16][CH:17]=[C:18]([NH:20]C(=O)OC(C)(C)C)[CH:19]=[C:14]4[CH:13]=3)[CH2:8][CH2:7]2)=[O:5])[CH2:3][CH2:2]1.Cl, predict the reaction product. The product is: [NH2:20][C:18]1[CH:19]=[C:14]2[CH:13]=[C:12]([C:9]3[CH2:10][CH2:11][N:6]([C:4]([CH:1]4[CH2:2][CH2:3]4)=[O:5])[CH2:7][CH:8]=3)[NH:28][C:15]2=[N:16][CH:17]=1. (2) Given the reactants [CH2:1]([N:3]1[C:12]2[CH:11]=[CH:10][C:9]([CH:13]([CH3:15])[CH3:14])=[CH:8][C:7]=2[C:6](=[O:16])[C:5]2[C:17](=O)[C:18]3[C:23]([C:4]1=2)=[CH:22][CH:21]=[CH:20][CH:19]=3)[CH3:2].Cl.[NH2:26][OH:27], predict the reaction product. The product is: [CH2:1]([N:3]1[C:12]2[CH:11]=[CH:10][C:9]([CH:13]([CH3:15])[CH3:14])=[CH:8][C:7]=2[C:6](=[O:16])[C:5]2[C:17](=[N:26][OH:27])[C:18]3[C:23]([C:4]1=2)=[CH:22][CH:21]=[CH:20][CH:19]=3)[CH3:2]. (3) The product is: [Cl:1][C:2]1[N:10]=[C:9]2[C:5]([N:6]([CH2:17][C:16]3[CH:19]=[CH:20][C:21]([C:23]([F:26])([F:25])[F:24])=[CH:22][C:15]=3[N+:12]([O-:14])=[O:13])[CH:7]=[N:8]2)=[C:4]([Cl:11])[N:3]=1. Given the reactants [Cl:1][C:2]1[N:10]=[C:9]2[C:5]([NH:6][CH:7]=[N:8]2)=[C:4]([Cl:11])[N:3]=1.[N+:12]([C:15]1[CH:22]=[C:21]([C:23]([F:26])([F:25])[F:24])[CH:20]=[CH:19][C:16]=1[CH2:17]Br)([O-:14])=[O:13].C(=O)([O-])[O-].[Cs+].[Cs+], predict the reaction product. (4) Given the reactants [F:1][CH:2]([C:22]1[CH:27]=[CH:26][CH:25]=[CH:24][N:23]=1)[C:3]([NH:5][C:6]1[CH:11]=[CH:10][CH:9]=[C:8]([B:12]2[O:16][C:15]([CH3:18])([CH3:17])[C:14]([CH3:20])([CH3:19])[O:13]2)[C:7]=1[CH3:21])=[O:4].C1N=CN([C:33](N2C=NC=C2)=[O:34])C=1, predict the reaction product. The product is: [F:1][C:2]1[C:3](=[O:4])[N:5]([C:6]2[CH:11]=[CH:10][CH:9]=[C:8]([B:12]3[O:13][C:14]([CH3:19])([CH3:20])[C:15]([CH3:17])([CH3:18])[O:16]3)[C:7]=2[CH3:21])[C:33](=[O:34])[N:23]2[CH:24]=[CH:25][CH:26]=[CH:27][C:22]=12. (5) Given the reactants [NH2:1][C:2]1[CH:7]=[CH:6][CH:5]=[CH:4][C:3]=1[NH:8][C:9]1[C:10]([CH3:19])=[C:11]([CH:16]=[CH:17][CH:18]=1)[C:12]([O:14][CH3:15])=[O:13].[CH2:20]([O:22][C:23](OCC)(OCC)OCC)[CH3:21], predict the reaction product. The product is: [CH2:20]([O:22][C:23]1[N:8]([C:9]2[C:10]([CH3:19])=[C:11]([CH:16]=[CH:17][CH:18]=2)[C:12]([O:14][CH3:15])=[O:13])[C:3]2[CH:4]=[CH:5][CH:6]=[CH:7][C:2]=2[N:1]=1)[CH3:21]. (6) Given the reactants [CH3:1][N:2]1[CH:7]=[CH:6][C:5](B2OC(C)(C)C(C)(C)O2)=[CH:4][C:3]1=[O:17].Br[C:19]1[N:23]([CH:24]2[CH2:26][CH2:25]2)[C:22]2[CH:27]([C:40]3[CH:45]=[CH:44][C:43]([Cl:46])=[CH:42][CH:41]=3)[N:28]([C:31]3[CH:36]=[C:35]([Cl:37])[C:34](=[O:38])[N:33]([CH3:39])[CH:32]=3)[C:29](=[O:30])[C:21]=2[CH:20]=1.C(Cl)Cl.CO.N, predict the reaction product. The product is: [Cl:37][C:35]1[C:34](=[O:38])[N:33]([CH3:39])[CH:32]=[C:31]([N:28]2[C:29](=[O:30])[C:21]3[CH:20]=[C:19]([C:5]4[CH:6]=[CH:7][N:2]([CH3:1])[C:3](=[O:17])[CH:4]=4)[N:23]([CH:24]4[CH2:26][CH2:25]4)[C:22]=3[CH:27]2[C:40]2[CH:41]=[CH:42][C:43]([Cl:46])=[CH:44][CH:45]=2)[CH:36]=1. (7) Given the reactants [Cl:1][CH2:2][CH2:3][O:4][CH2:5][C:6]([OH:8])=O.[NH2:9][C:10]1[CH:17]=[CH:16][C:13]([C:14]#[N:15])=[CH:12][CH:11]=1, predict the reaction product. The product is: [Cl:1][CH2:2][CH2:3][O:4][CH2:5][C:6]([NH:9][C:10]1[CH:17]=[CH:16][C:13]([C:14]#[N:15])=[CH:12][CH:11]=1)=[O:8].